This data is from Full USPTO retrosynthesis dataset with 1.9M reactions from patents (1976-2016). The task is: Predict the reactants needed to synthesize the given product. (1) The reactants are: [CH2:1](Br)[CH:2]=[CH2:3].[Br:5][C:6]1[CH:15]=[C:14]2[C:9]([CH:10]=[CH:11][C:12]([OH:16])=[CH:13]2)=[CH:8][CH:7]=1.C(=O)([O-])[O-].[K+].[K+]. Given the product [CH2:3]([O:16][C:12]1[CH:11]=[CH:10][C:9]2[C:14](=[CH:15][C:6]([Br:5])=[CH:7][CH:8]=2)[CH:13]=1)[CH:2]=[CH2:1], predict the reactants needed to synthesize it. (2) Given the product [F:1][C:2]1[CH:28]=[C:27]([F:29])[CH:26]=[CH:25][C:3]=1[O:4][CH:5]1[CH2:6][CH2:7][N:8]([C:11]2[N:12]=[C:13]3[CH2:24][CH2:23][N:22]([CH2:37][CH2:38][F:39])[CH2:21][C:14]3=[N:15][C:16]=2[NH:17][CH:18]([CH3:20])[CH3:19])[CH2:9][CH2:10]1, predict the reactants needed to synthesize it. The reactants are: [F:1][C:2]1[CH:28]=[C:27]([F:29])[CH:26]=[CH:25][C:3]=1[O:4][CH:5]1[CH2:10][CH2:9][N:8]([C:11]2[N:12]=[C:13]3[CH2:24][CH2:23][NH:22][CH2:21][C:14]3=[N:15][C:16]=2[NH:17][CH:18]([CH3:20])[CH3:19])[CH2:7][CH2:6]1.C([O-])([O-])=O.[K+].[K+].Br[CH2:37][CH2:38][F:39]. (3) Given the product [NH2:18][C:17]1[CH:19]=[CH:20][C:14]([C:6]2[CH:7]=[CH:8][CH:9]=[C:4]([N+:1]([O-:3])=[O:2])[CH:5]=2)=[CH:15][C:16]=1[F:21], predict the reactants needed to synthesize it. The reactants are: [N+:1]([C:4]1[CH:5]=[C:6](B(O)O)[CH:7]=[CH:8][CH:9]=1)([O-:3])=[O:2].Br[C:14]1[CH:20]=[CH:19][C:17]([NH2:18])=[C:16]([F:21])[CH:15]=1.C([O-])([O-])=O.[K+].[K+].